The task is: Predict which catalyst facilitates the given reaction.. This data is from Catalyst prediction with 721,799 reactions and 888 catalyst types from USPTO. (1) Reactant: CO[C:3](=[O:24])[CH2:4][N:5]1[CH2:9][CH2:8][CH2:7][C@@:6]1([C:11]1[NH:12][C:13]2[CH:14]=[CH:15][CH:16]=[C:17]([C:20]([O:22][CH3:23])=[O:21])[C:18]=2[CH:19]=1)[CH3:10].CS(O)(=O)=O.C([O-])(O)=O.[Na+]. Product: [CH3:10][C@@:6]12[C:11]3[NH:12][C:13]4[CH:14]=[CH:15][CH:16]=[C:17]([C:20]([O:22][CH3:23])=[O:21])[C:18]=4[C:19]=3[C:3](=[O:24])[CH2:4][N:5]1[CH2:9][CH2:8][CH2:7]2. The catalyst class is: 6. (2) Reactant: Cl[C:2]1[CH:7]=[C:6]([CH2:8][N:9]2[CH:13]=[CH:12][N:11]=[C:10]2[CH:14]([NH:26][C:27]([N:29]2[CH2:34][CH2:33][CH:32]([N:35]3[CH2:44][C:43]4[C:38](=[CH:39][CH:40]=[CH:41][CH:42]=4)[NH:37][C:36]3=[O:45])[CH2:31][CH2:30]2)=[O:28])[CH2:15][C:16]2[CH:17]=[C:18]3[C:22](=[C:23]([CH3:25])[CH:24]=2)[NH:21][N:20]=[CH:19]3)[CH:5]=[C:4]([CH3:46])[N:3]=1. Product: [CH3:25][C:23]1[CH:24]=[C:16]([CH2:15][CH:14]([NH:26][C:27]([N:29]2[CH2:30][CH2:31][CH:32]([N:35]3[CH2:44][C:43]4[C:38](=[CH:39][CH:40]=[CH:41][CH:42]=4)[NH:37][C:36]3=[O:45])[CH2:33][CH2:34]2)=[O:28])[C:10]2[N:9]([CH2:8][C:6]3[CH:7]=[CH:2][N:3]=[C:4]([CH3:46])[CH:5]=3)[CH:13]=[CH:12][N:11]=2)[CH:17]=[C:18]2[C:22]=1[NH:21][N:20]=[CH:19]2. The catalyst class is: 19.